From a dataset of Forward reaction prediction with 1.9M reactions from USPTO patents (1976-2016). Predict the product of the given reaction. Given the reactants [Si](O[CH2:9][C@H:10]([CH2:26][CH2:27][O:28]S(C)(=O)=O)[CH2:11][C@H:12]1[CH2:16][O:15][C:14]([CH3:18])([CH3:17])[N:13]1[C:19]([O:21][C:22]([CH3:25])([CH3:24])[CH3:23])=[O:20])(C(C)(C)C)(C)C.CCN(CC)CC.C(O)=O, predict the reaction product. The product is: [CH3:18][C:14]1([CH3:17])[N:13]([C:19]([O:21][C:22]([CH3:23])([CH3:24])[CH3:25])=[O:20])[C@@H:12]([CH2:11][C@H:10]2[CH2:26][CH2:27][O:28][CH2:9]2)[CH2:16][O:15]1.